The task is: Predict the reactants needed to synthesize the given product.. This data is from Full USPTO retrosynthesis dataset with 1.9M reactions from patents (1976-2016). (1) The reactants are: [N+:1]([C:4]1[CH:9]=[CH:8][CH:7]=[CH:6][C:5]=1[S:10]([NH:13][C:14]1[CH:19]=[C:18]([CH3:20])[CH:17]=[CH:16][C:15]=1[CH3:21])(=[O:12])=[O:11])([O-])=O.O.O.Cl[Sn]Cl.[OH-].[K+]. Given the product [NH2:1][C:4]1[CH:9]=[CH:8][CH:7]=[CH:6][C:5]=1[S:10]([NH:13][C:14]1[CH:19]=[C:18]([CH3:20])[CH:17]=[CH:16][C:15]=1[CH3:21])(=[O:12])=[O:11], predict the reactants needed to synthesize it. (2) The reactants are: Br[C:2]1[C:10]2[C:5](=[CH:6][C:7]([N+:11]([O-:13])=[O:12])=[CH:8][CH:9]=2)[NH:4][CH:3]=1.[C:14]1(B(O)O)[CH:19]=[CH:18][CH:17]=[CH:16][CH:15]=1.C(=O)([O-])[O-].[Na+].[Na+].COCCOC. Given the product [N+:11]([C:7]1[CH:6]=[C:5]2[C:10]([C:2]([C:14]3[CH:19]=[CH:18][CH:17]=[CH:16][CH:15]=3)=[CH:3][NH:4]2)=[CH:9][CH:8]=1)([O-:13])=[O:12], predict the reactants needed to synthesize it. (3) Given the product [CH2:25]([N:21]1[CH2:20][CH2:19][CH2:24][CH:23]([NH:1][C:2]2[CH:3]=[C:4]3[C:8](=[CH:9][CH:10]=2)[NH:7][N:6]=[C:5]3[CH3:17])[CH2:22]1)[C:33]1[CH:38]=[CH:37][CH:36]=[CH:35][CH:34]=1, predict the reactants needed to synthesize it. The reactants are: [NH2:1][C:2]1[CH:3]=[C:4]2[C:8](=[CH:9][CH:10]=1)[N:7](C(=O)C(C)(C)C)[N:6]=[C:5]2[CH3:17].O=[C:19]1[CH2:24][CH2:23][CH2:22][N:21]([C:25](OC(C)(C)C)=O)[CH2:20]1.C(=O)[C:33]1[CH:38]=[CH:37][CH:36]=[CH:35][CH:34]=1. (4) Given the product [F:1][CH2:2][C@H:3]([N:7]1[C:15]2[C:10](=[N:11][C:12]([C:17]3[C:18]([CH3:37])=[N:19][C:20]([CH:23]([CH3:24])[CH3:25])=[CH:21][CH:22]=3)=[C:13]([CH3:16])[CH:14]=2)[C:9]([CH3:34])=[CH:8]1)[CH2:4][O:5][CH3:6], predict the reactants needed to synthesize it. The reactants are: [F:1][CH2:2][CH:3]([N:7]1[C:15]2[C:10](=[N:11][C:12]([C:17]3[C:18](OS(C(F)(F)F)(=O)=O)=[N:19][C:20]([CH:23]([CH3:25])[CH3:24])=[CH:21][CH:22]=3)=[C:13]([CH3:16])[CH:14]=2)[C:9]([CH3:34])=[CH:8]1)[CH2:4][O:5][CH3:6].[Cl-].[Li+].[CH3:37]N(C=O)C.C[Sn](C)(C)C. (5) Given the product [Cl:1][C:2]1[CH:3]=[CH:4][C:5]([C:23]#[N:24])=[C:6]([C:8]2[C:13]([O:14][CH3:15])=[CH:12][N:11]([CH:16]([CH2:20][CH3:21])[C:17]([NH:25][C:26]3[CH:31]=[CH:30][C:29]([C:32]4[N:36]([C:37]([O:39][C:40]([CH3:42])([CH3:41])[CH3:43])=[O:38])[NH:35][C:34](=[O:44])[CH:33]=4)=[CH:28][CH:27]=3)=[O:18])[C:10](=[O:22])[CH:9]=2)[CH:7]=1, predict the reactants needed to synthesize it. The reactants are: [Cl:1][C:2]1[CH:3]=[CH:4][C:5]([C:23]#[N:24])=[C:6]([C:8]2[C:13]([O:14][CH3:15])=[CH:12][N:11]([CH:16]([CH2:20][CH3:21])[C:17](O)=[O:18])[C:10](=[O:22])[CH:9]=2)[CH:7]=1.[NH2:25][C:26]1[CH:31]=[CH:30][C:29]([C:32]2[N:36]([C:37]([O:39][C:40]([CH3:43])([CH3:42])[CH3:41])=[O:38])[NH:35][C:34](=[O:44])[CH:33]=2)=[CH:28][CH:27]=1. (6) Given the product [Cl:16][C:13]1[CH:14]=[CH:15][C:10]([CH:7]([O:8][CH3:9])[CH2:6][CH2:5][C@H:2]2[CH2:3][O:4][C:18]([NH2:17])=[N:1]2)=[CH:11][CH:12]=1, predict the reactants needed to synthesize it. The reactants are: [NH2:1][C@@H:2]([CH2:5][CH2:6][CH:7]([C:10]1[CH:15]=[CH:14][C:13]([Cl:16])=[CH:12][CH:11]=1)[O:8][CH3:9])[CH2:3][OH:4].[N:17]#[C:18]Br. (7) Given the product [CH3:31][Si:30]([CH3:33])([CH3:32])[CH2:29][CH2:28][O:27][CH2:26][N:23]1[C:20]2[N:21]=[CH:22][C:17]3[N:18]([CH:14]=[N:15][N:16]=3)[C:19]=2[CH:25]=[CH:24]1, predict the reactants needed to synthesize it. The reactants are: C(C1CC(SCC(F)(F)F)CC1[C:14]1[N:18]2[C:19]3[CH:25]=[CH:24][N:23]([CH2:26][O:27][CH2:28][CH2:29][Si:30]([CH3:33])([CH3:32])[CH3:31])[C:20]=3[N:21]=[CH:22][C:17]2=[N:16][N:15]=1)C.C1C=C(Cl)C=C(C(OO)=O)C=1.